Dataset: Forward reaction prediction with 1.9M reactions from USPTO patents (1976-2016). Task: Predict the product of the given reaction. (1) Given the reactants C(O)(=O)C.[OH:5][CH2:6][C:7]1[CH:8]=[C:9]([CH:15]([NH:28][C:29]2[CH:37]=[CH:36][C:32]([C:33]([NH2:35])=[NH:34])=[CH:31][CH:30]=2)[C:16]2[NH:20][C:19](=[O:21])[N:18]([C:22]3[N:27]=[CH:26][CH:25]=[CH:24][N:23]=3)[N:17]=2)[CH:10]=[C:11]([O:13][CH3:14])[CH:12]=1.[F:38][C:39]([F:44])([F:43])[C:40]([OH:42])=[O:41], predict the reaction product. The product is: [F:38][C:39]([F:44])([F:43])[C:40]([OH:42])=[O:41].[OH:5][CH2:6][C:7]1[CH:8]=[C:9]([C@H:15]([NH:28][C:29]2[CH:30]=[CH:31][C:32]([C:33]([NH2:35])=[NH:34])=[CH:36][CH:37]=2)[C:16]2[NH:20][C:19](=[O:21])[N:18]([C:22]3[N:27]=[CH:26][CH:25]=[CH:24][N:23]=3)[N:17]=2)[CH:10]=[C:11]([O:13][CH3:14])[CH:12]=1. (2) Given the reactants [Cl:1][C:2]1[N:3]=[C:4]([CH2:18][O:19][CH3:20])[NH:5][C:6]=1[C:7]1[CH:8]=[C:9]([CH:14]=[CH:15][C:16]=1[CH3:17])[C:10]([O:12]C)=[O:11].[OH-].[Na+].Cl, predict the reaction product. The product is: [Cl:1][C:2]1[N:3]=[C:4]([CH2:18][O:19][CH3:20])[NH:5][C:6]=1[C:7]1[CH:8]=[C:9]([CH:14]=[CH:15][C:16]=1[CH3:17])[C:10]([OH:12])=[O:11]. (3) Given the reactants [CH3:1][O:2][C:3](=[O:14])[C:4](=[CH2:13])[CH:5](OC(=O)C)[CH2:6][CH2:7][CH3:8].[CH2:15]([O:22][NH2:23])[C:16]1[CH:21]=[CH:20][CH:19]=[CH:18][CH:17]=1, predict the reaction product. The product is: [CH3:1][O:2][C:3](=[O:14])[C:4]([CH2:13][NH:23][O:22][CH2:15][C:16]1[CH:21]=[CH:20][CH:19]=[CH:18][CH:17]=1)=[CH:5][CH2:6][CH2:7][CH3:8]. (4) The product is: [CH3:28][O:27][C:22]1[C:21]([C:19]2[O:18][N:17]=[C:16]([C:4]3[N:5]=[C:6]([N:8]([CH3:15])[C:9]4[CH:10]=[CH:11][CH:12]=[CH:13][CH:14]=4)[N:7]=[C:2]([NH2:1])[N:3]=3)[N:20]=2)=[CH:26][CH:25]=[CH:24][N:23]=1. Given the reactants [NH2:1][C:2]1[N:7]=[C:6]([N:8]([CH3:15])[C:9]2[CH:14]=[CH:13][CH:12]=[CH:11][CH:10]=2)[N:5]=[C:4]([C:16]2[N:20]=[C:19]([C:21]3[C:22]([OH:27])=[N:23][CH:24]=[CH:25][CH:26]=3)[O:18][N:17]=2)[N:3]=1.[C:28](=O)([O-])[O-].[K+].[K+].CI, predict the reaction product. (5) Given the reactants [CH3:1][O:2][CH2:3][CH2:4][CH2:5][C:6]1[C:14]2[C:9](=[CH:10][CH:11]=[C:12]([CH2:15][CH:16]([CH:30]([CH3:32])[CH3:31])[CH2:17][CH:18]([NH:22][C:23](=[O:29])[O:24][C:25]([CH3:28])([CH3:27])[CH3:26])[CH:19]3[CH2:21][O:20]3)[CH:13]=2)[N:8]([CH3:33])[CH:7]=1.[N-:34]=[N+:35]=[N-:36].[Na+].[Cl-].[NH4+], predict the reaction product. The product is: [N:34]([CH2:21][CH:19]([CH:18]([NH:22][C:23](=[O:29])[O:24][C:25]([CH3:28])([CH3:27])[CH3:26])[CH2:17][CH:16]([CH2:15][C:12]1[CH:13]=[C:14]2[C:9](=[CH:10][CH:11]=1)[N:8]([CH3:33])[CH:7]=[C:6]2[CH2:5][CH2:4][CH2:3][O:2][CH3:1])[CH:30]([CH3:32])[CH3:31])[OH:20])=[N+:35]=[N-:36].